From a dataset of Full USPTO retrosynthesis dataset with 1.9M reactions from patents (1976-2016). Predict the reactants needed to synthesize the given product. (1) The reactants are: Cl.[N:2]1([CH2:7][CH2:8][N:9]2[CH:13]=[C:12]([CH:14]3[CH2:19][CH2:18][O:17][CH2:16][CH2:15]3)[N:11]=[C:10]2[CH:20]2[CH2:25][CH2:24][N:23](C(OC(C)(C)C)=O)[CH2:22][CH2:21]2)[CH2:6][CH2:5][CH2:4][CH2:3]1. Given the product [N:2]1([CH2:7][CH2:8][N:9]2[CH:13]=[C:12]([CH:14]3[CH2:19][CH2:18][O:17][CH2:16][CH2:15]3)[N:11]=[C:10]2[CH:20]2[CH2:21][CH2:22][NH:23][CH2:24][CH2:25]2)[CH2:3][CH2:4][CH2:5][CH2:6]1, predict the reactants needed to synthesize it. (2) Given the product [CH3:1][N:2]1[C:7]2[N:8]=[C:9]([N:13]3[CH2:18][CH2:17][NH:16][CH2:15][CH2:14]3)[NH:10][C:11](=[O:12])[C:6]=2[CH2:5][CH2:4][CH2:3]1, predict the reactants needed to synthesize it. The reactants are: [CH3:1][N:2]1[C:7]2[N:8]=[C:9]([N:13]3[CH2:18][CH2:17][N:16](C(OC(C)(C)C)=O)[CH2:15][CH2:14]3)[NH:10][C:11](=[O:12])[C:6]=2[CH2:5][CH2:4][CH2:3]1.FC(F)(F)C(O)=O. (3) Given the product [CH2:22]([O:29][C@@H:30]1[C@@H:35]([O:36][CH2:37][C:38]2[CH:43]=[CH:42][CH:41]=[CH:40][CH:39]=2)[C@H:34]([O:44][CH2:45][C:46]2[CH:47]=[CH:48][CH:49]=[CH:50][CH:51]=2)[C@@H:33]([CH2:52][O:53][CH2:54][C:55]2[CH:56]=[CH:57][CH:58]=[CH:59][CH:60]=2)[O:32][C@H:31]1[N:11]1[C:12]2[C:17](=[CH:16][CH:15]=[CH:14][N:13]=2)[C:9]([C:7](=[O:8])[C:6]2[CH:5]=[CH:4][C:3]([O:2][CH3:1])=[CH:19][CH:18]=2)=[CH:10]1)[C:23]1[CH:24]=[CH:25][CH:26]=[CH:27][CH:28]=1, predict the reactants needed to synthesize it. The reactants are: [CH3:1][O:2][C:3]1[CH:19]=[CH:18][C:6]([C:7]([C:9]2[C:17]3[C:12](=[N:13][CH:14]=[CH:15][CH:16]=3)[NH:11][CH:10]=2)=[O:8])=[CH:5][CH:4]=1.[H-].[Na+].[CH2:22]([O:29][C@@H:30]1[C@@H:35]([O:36][CH2:37][C:38]2[CH:43]=[CH:42][CH:41]=[CH:40][CH:39]=2)[C@H:34]([O:44][CH2:45][C:46]2[CH:51]=[CH:50][CH:49]=[CH:48][CH:47]=2)[C@@H:33]([CH2:52][O:53][CH2:54][C:55]2[CH:60]=[CH:59][CH:58]=[CH:57][CH:56]=2)[O:32][C@@H:31]1Cl)[C:23]1[CH:28]=[CH:27][CH:26]=[CH:25][CH:24]=1.